The task is: Predict the reaction yield, written as a fraction of the theoretical maximum amount of product (1.0 means a 100% yield; for example, 0.34 means a 34% yield).. This data is from Reaction yield outcomes from USPTO patents with 853,638 reactions. (1) The reactants are [NH2:1][CH2:2][CH2:3][CH2:4][CH2:5][C:6]1[CH:18]=[CH:17][C:9]([O:10][CH2:11][C:12]([N:14]([CH3:16])[CH3:15])=[O:13])=[CH:8][CH:7]=1.I.[NH2:20][C:21]1[C:22]([C:29]([NH:31][C:32](=[NH:35])SC)=[O:30])=[N:23][C:24]([Cl:28])=[C:25]([NH2:27])[N:26]=1. The catalyst is C(O)C. The product is [NH2:20][C:21]1[C:22]([C:29]([N:31]=[C:32]([NH2:35])[NH:1][CH2:2][CH2:3][CH2:4][CH2:5][C:6]2[CH:18]=[CH:17][C:9]([O:10][CH2:11][C:12]([N:14]([CH3:15])[CH3:16])=[O:13])=[CH:8][CH:7]=2)=[O:30])=[N:23][C:24]([Cl:28])=[C:25]([NH2:27])[N:26]=1. The yield is 0.280. (2) The reactants are [F:1][C:2]1[CH:7]=[CH:6][C:5]([N:8]2[C:16]3[C:11](=[CH:12][C:13]([O:17][C@H:18]([C:22]4[CH:27]=[CH:26][CH:25]=[CH:24][CH:23]=4)[C@H:19]([CH3:21])[NH2:20])=[CH:14][CH:15]=3)[CH:10]=[N:9]2)=[CH:4][CH:3]=1.[O:28]1[CH:32]=[CH:31][CH:30]=[C:29]1[CH2:33][N:34]=[C:35]=[O:36]. The catalyst is ClCCl. The product is [F:1][C:2]1[CH:3]=[CH:4][C:5]([N:8]2[C:16]3[C:11](=[CH:12][C:13]([O:17][C@H:18]([C:22]4[CH:23]=[CH:24][CH:25]=[CH:26][CH:27]=4)[C@@H:19]([NH:20][C:35]([NH:34][CH2:33][C:29]4[O:28][CH:32]=[CH:31][CH:30]=4)=[O:36])[CH3:21])=[CH:14][CH:15]=3)[CH:10]=[N:9]2)=[CH:6][CH:7]=1. The yield is 0.867. (3) The reactants are [Br:1][C:2]1[CH:8]=[CH:7][C:5]([NH2:6])=[C:4]([F:9])[CH:3]=1.[N:10]([C:13]1[CH:23]=[CH:22][C:16]([C:17]([O:19][CH2:20][CH3:21])=[O:18])=[CH:15][CH:14]=1)=[C:11]=[O:12]. The catalyst is C(Cl)Cl. The product is [CH2:20]([O:19][C:17](=[O:18])[C:16]1[CH:22]=[CH:23][C:13]([NH:10][C:11]([NH:6][C:5]2[CH:7]=[CH:8][C:2]([Br:1])=[CH:3][C:4]=2[F:9])=[O:12])=[CH:14][CH:15]=1)[CH3:21]. The yield is 0.700. (4) The reactants are [F:1][C:2]([F:22])([F:21])[C:3]1[N:7]2[CH:8]=[C:9]([C:12]3[CH:20]=[CH:19][C:15]([C:16](O)=[O:17])=[CH:14][CH:13]=3)[CH:10]=[CH:11][C:6]2=[N:5][N:4]=1.Cl.[F:24][C:25]1([F:29])[CH2:28][NH:27][CH2:26]1.C(N(C(C)C)CC)(C)C.CN(C(ON1N=NC2C=CC=NC1=2)=[N+](C)C)C.F[P-](F)(F)(F)(F)F. The catalyst is CN(C=O)C. The product is [F:24][C:25]1([F:29])[CH2:28][N:27]([C:16]([C:15]2[CH:19]=[CH:20][C:12]([C:9]3[CH:10]=[CH:11][C:6]4[N:7]([C:3]([C:2]([F:1])([F:21])[F:22])=[N:4][N:5]=4)[CH:8]=3)=[CH:13][CH:14]=2)=[O:17])[CH2:26]1. The yield is 0.570. (5) The reactants are [Br:1][C:2]1[C:11]([F:12])=[CH:10][C:5]([C:6](OC)=[O:7])=[C:4]([N+:13]([O-:15])=[O:14])[CH:3]=1.[H-].C([Al+]CC(C)C)C(C)C.CO.C(C(C(C([O-])=O)O)O)([O-])=O.[Na+].[Na+]. The catalyst is C(Cl)Cl. The product is [Br:1][C:2]1[C:11]([F:12])=[CH:10][C:5]([CH:6]=[O:7])=[C:4]([N+:13]([O-:15])=[O:14])[CH:3]=1. The yield is 0.880. (6) The reactants are [F:1][C@@H:2]1[CH2:6][N:5]([C:7](=[O:10])[CH2:8][OH:9])[C@H:4]([C:11]([NH2:13])=O)[CH2:3]1.Cl.CN(C)C.[C:19]1([S:25](Cl)(=[O:27])=[O:26])[CH:24]=[CH:23][CH:22]=[CH:21][CH:20]=1.FC(F)(F)C(OC(=O)C(F)(F)F)=O. The catalyst is C(#N)C.O.C(N(CC)CC)C. The product is [C:19]1([S:25]([O:9][CH2:8][C:7]([N:5]2[CH2:6][C@@H:2]([F:1])[CH2:3][C@H:4]2[C:11]#[N:13])=[O:10])(=[O:27])=[O:26])[CH:24]=[CH:23][CH:22]=[CH:21][CH:20]=1. The yield is 0.750. (7) The reactants are [F:1][C:2]1[CH:7]=[CH:6][C:5]([C:8]2[O:9][C:10]3[CH:20]=[C:19]([N:21]([CH3:26])[S:22]([CH3:25])(=[O:24])=[O:23])[C:18](B4OC(C)(C)C(C)(C)O4)=[CH:17][C:11]=3[C:12]=2[C:13]([NH:15][CH3:16])=[O:14])=[CH:4][CH:3]=1.[F:36][C:37]1[CH:38]=[C:39]([C:43]2[NH:44][C:45](=[O:53])[C:46]3[CH:52]=[CH:51][CH:50]=[N:49][C:47]=3[N:48]=2)[CH:40]=[CH:41][CH:42]=1.CC(C1C=C(C(C)C)C(C2C=CC=CC=2P(C2CCCCC2)C2CCCCC2)=C(C(C)C)C=1)C. The catalyst is O1CCOCC1.O.C1C=CC(/C=C/C(/C=C/C2C=CC=CC=2)=O)=CC=1.C1C=CC(/C=C/C(/C=C/C2C=CC=CC=2)=O)=CC=1.C1C=CC(/C=C/C(/C=C/C2C=CC=CC=2)=O)=CC=1.[Pd].[Pd]. The product is [F:1][C:2]1[CH:7]=[CH:6][C:5]([C:8]2[O:9][C:10]3[CH:20]=[C:19]([N:21]([CH3:26])[S:22]([CH3:25])(=[O:24])=[O:23])[C:18]([C:51]4[CH:50]=[N:49][C:47]5[N:48]=[C:43]([C:39]6[CH:40]=[CH:41][CH:42]=[C:37]([F:36])[CH:38]=6)[NH:44][C:45](=[O:53])[C:46]=5[CH:52]=4)=[CH:17][C:11]=3[C:12]=2[C:13]([NH:15][CH3:16])=[O:14])=[CH:4][CH:3]=1. The yield is 0.130. (8) The reactants are [Cl:1][C:2]1[CH:7]=[CH:6][N:5]=[C:4]2[CH:8]=[C:9]([C:11]([OH:13])=O)[S:10][C:3]=12.O=S(Cl)Cl.[CH3:18][NH:19][CH3:20].C1COCC1.CCN(CC)CC. No catalyst specified. The product is [Cl:1][C:2]1[CH:7]=[CH:6][N:5]=[C:4]2[CH:8]=[C:9]([C:11]([N:19]([CH3:20])[CH3:18])=[O:13])[S:10][C:3]=12. The yield is 0.840.